Dataset: Reaction yield outcomes from USPTO patents with 853,638 reactions. Task: Predict the reaction yield, written as a fraction of the theoretical maximum amount of product (1.0 means a 100% yield; for example, 0.34 means a 34% yield). (1) The reactants are [CH:1]([N:4]1[C:8]2[CH:9]=[CH:10][CH:11]=[CH:12][C:7]=2[NH:6][C:5]1=[O:13])([CH3:3])[CH3:2].C(N(CC)CC)C.Cl[C:22](Cl)([O:24]C(=O)OC(Cl)(Cl)Cl)Cl.[NH2:33][CH2:34][CH:35]1[CH2:40][CH2:39][N:38]([C:41]([O:43][C:44]([CH3:47])([CH3:46])[CH3:45])=[O:42])[CH2:37][CH2:36]1.C([O-])(O)=O.[Na+]. The catalyst is O1CCCC1. The product is [CH:1]([N:4]1[C:8]2[CH:9]=[CH:10][CH:11]=[CH:12][C:7]=2[N:6]([C:22]([NH:33][CH2:34][CH:35]2[CH2:40][CH2:39][N:38]([C:41]([O:43][C:44]([CH3:47])([CH3:46])[CH3:45])=[O:42])[CH2:37][CH2:36]2)=[O:24])[C:5]1=[O:13])([CH3:3])[CH3:2]. The yield is 0.620. (2) The reactants are [F:1][C:2]1[CH:7]=[C:6]([N+:8]([O-:10])=[O:9])[CH:5]=[CH:4][C:3]=1[CH:11](C(OCC)=O)[C:12]([O:14][CH2:15][CH3:16])=[O:13].[Cl-].[Li+].O. The catalyst is CS(C)=O.[Cl-].[NH4+]. The product is [F:1][C:2]1[CH:7]=[C:6]([N+:8]([O-:10])=[O:9])[CH:5]=[CH:4][C:3]=1[CH2:11][C:12]([O:14][CH2:15][CH3:16])=[O:13]. The yield is 0.600. (3) The reactants are C(OP([CH2:9][C:10]([O:12][CH3:13])=[O:11])(OCC)=O)C.[H-].[Na+].[Br:16][C:17]1[S:21][C:20]([S:22]([N:25]2[C:33]3[C:28](=[CH:29][C:30]([CH:34]=O)=[CH:31][CH:32]=3)[CH:27]=[CH:26]2)(=[O:24])=[O:23])=[CH:19][CH:18]=1.C(OCC)(=O)C. The product is [CH3:13][O:12][C:10](=[O:11])/[CH:9]=[CH:34]/[C:30]1[CH:29]=[C:28]2[C:33](=[CH:32][CH:31]=1)[N:25]([S:22]([C:20]1[S:21][C:17]([Br:16])=[CH:18][CH:19]=1)(=[O:23])=[O:24])[CH:26]=[CH:27]2. The yield is 0.910. The catalyst is C1COCC1. (4) The reactants are [CH3:1][O:2][CH2:3][C@@H:4]1[CH2:8][N:7]([C:9]([O:11][C:12]([CH3:15])([CH3:14])[CH3:13])=[O:10])[C@H:6]([C:16]2[NH:20][C:19]3[C:21]4[C:26]([CH:27]=[CH:28][C:18]=3[N:17]=2)=[CH:25][C:24]2[C:29]3[C:34]([CH2:35][O:36][C:23]=2[CH:22]=4)=[CH:33][C:32](B2OC(C)(C)C(C)(C)O2)=[CH:31][CH:30]=3)[CH2:5]1.Br[C:47]1[NH:51][C:50]([C@@H:52]2[CH2:56][C@H:55]([CH3:57])[CH2:54][N:53]2[C:58](=[O:68])[C@@H:59]([NH:63][C:64](=[O:67])[O:65][CH3:66])[CH:60]([CH3:62])[CH3:61])=[N:49][CH:48]=1.C(=O)([O-])[O-].[K+].[K+]. The catalyst is COCCOC.CN(C)C=O.[Pd].C1(P(C2C=CC=CC=2)C2C=CC=CC=2)C=CC=CC=1.C1(P(C2C=CC=CC=2)C2C=CC=CC=2)C=CC=CC=1.C1(P(C2C=CC=CC=2)C2C=CC=CC=2)C=CC=CC=1.C1(P(C2C=CC=CC=2)C2C=CC=CC=2)C=CC=CC=1.C1C=CC(P(C2C=CC=CC=2)[C-]2C=CC=C2)=CC=1.C1C=CC(P(C2C=CC=CC=2)[C-]2C=CC=C2)=CC=1.Cl[Pd]Cl.[Fe+2]. The product is [CH3:66][O:65][C:64]([NH:63][C@H:59]([C:58]([N:53]1[CH2:54][C@@H:55]([CH3:57])[CH2:56][C@H:52]1[C:50]1[NH:51][C:47]([C:32]2[CH:33]=[C:34]3[CH2:35][O:36][C:23]4[CH:22]=[C:21]5[C:26]([CH:27]=[CH:28][C:18]6[NH:17][C:16]([C@@H:6]7[CH2:5][C@H:4]([CH2:3][O:2][CH3:1])[CH2:8][N:7]7[C:9]([O:11][C:12]([CH3:13])([CH3:14])[CH3:15])=[O:10])=[N:20][C:19]=65)=[CH:25][C:24]=4[C:29]3=[CH:30][CH:31]=2)=[CH:48][N:49]=1)=[O:68])[CH:60]([CH3:62])[CH3:61])=[O:67]. The yield is 0.320. (5) The reactants are [Cl:1][CH2:2][CH2:3][CH2:4][C:5]([C:7]1[CH:16]=[CH:15][C:10]([C:11]([O:13][CH3:14])=[O:12])=[CH:9][CH:8]=1)=[O:6].[BH4-].[Na+]. The catalyst is CO. The product is [Cl:1][CH2:2][CH2:3][CH2:4][CH:5]([C:7]1[CH:8]=[CH:9][C:10]([C:11]([O:13][CH3:14])=[O:12])=[CH:15][CH:16]=1)[OH:6]. The yield is 0.870. (6) The reactants are [F:1][C:2]1[CH:30]=[CH:29][C:5]([CH2:6][N:7]2[C:11]3=[CH:12][N:13]=[C:14]4[C:20]([CH2:19][CH2:18][CH2:17][N:16]([O:21]C5CCCCO5)[C:15]4=[O:28])=[C:10]3[CH:9]=[CH:8]2)=[CH:4][CH:3]=1.C1COCC1.O. The catalyst is C(O)(=O)C. The product is [F:1][C:2]1[CH:30]=[CH:29][C:5]([CH2:6][N:7]2[C:11]3=[CH:12][N:13]=[C:14]4[C:20]([CH2:19][CH2:18][CH2:17][N:16]([OH:21])[C:15]4=[O:28])=[C:10]3[CH:9]=[CH:8]2)=[CH:4][CH:3]=1. The yield is 0.610. (7) The reactants are Br[C:2]1[N:7]2[CH:8]=[N:9][N:10]=[C:6]2[C:5]([N:11]2[CH2:16][CH2:15][N:14]([C:17]([O:19][C:20]([CH3:23])([CH3:22])[CH3:21])=[O:18])[CH2:13][CH2:12]2)=[N:4][CH:3]=1.[Br-].[CH2:25]([Zn+])[CH:26]([CH3:28])[CH3:27].C1COCC1. The catalyst is Cl[Pd](Cl)([P](C1C=CC=CC=1)(C1C=CC=CC=1)C1C=CC=CC=1)[P](C1C=CC=CC=1)(C1C=CC=CC=1)C1C=CC=CC=1.C1(C)C=CC=CC=1. The product is [CH2:25]([C:2]1[N:7]2[CH:8]=[N:9][N:10]=[C:6]2[C:5]([N:11]2[CH2:16][CH2:15][N:14]([C:17]([O:19][C:20]([CH3:23])([CH3:22])[CH3:21])=[O:18])[CH2:13][CH2:12]2)=[N:4][CH:3]=1)[CH:26]([CH3:28])[CH3:27]. The yield is 0.640.